This data is from Catalyst prediction with 721,799 reactions and 888 catalyst types from USPTO. The task is: Predict which catalyst facilitates the given reaction. (1) Reactant: Cl[C:2]1[N:7]=[C:6]([NH:8][C:9]2[CH:14]=[CH:13][CH:12]=[CH:11][C:10]=2[C:15]#[N:16])[C:5]([Cl:17])=[CH:4][N:3]=1.[S:18]([NH2:28])(=[O:27])([C:20]1[CH:25]=[CH:24][C:23]([NH2:26])=[CH:22][CH:21]=1)=[O:19].N. Product: [S:18]([C:20]1[CH:25]=[CH:24][C:23]([NH:26][C:2]2[N:7]=[C:6]([NH:8][C:9]3[CH:14]=[CH:13][CH:12]=[CH:11][C:10]=3[C:15]#[N:16])[C:5]([Cl:17])=[CH:4][N:3]=2)=[CH:22][CH:21]=1)(=[O:19])(=[O:27])[NH2:28]. The catalyst class is: 51. (2) Reactant: [CH3:1][O:2][C:3]1[CH:8]=[C:7]([O:9][CH3:10])[CH:6]=[CH:5][C:4]=1[CH2:11][NH:12][C:13]([C:15]1[CH:16]=[C:17]([CH:22]=[CH:23][C:24]=1[Cl:25])[C:18]([O:20]C)=[O:19])=[O:14].[Li+].[OH-].Cl. Product: [CH3:1][O:2][C:3]1[CH:8]=[C:7]([O:9][CH3:10])[CH:6]=[CH:5][C:4]=1[CH2:11][NH:12][C:13]([C:15]1[CH:16]=[C:17]([CH:22]=[CH:23][C:24]=1[Cl:25])[C:18]([OH:20])=[O:19])=[O:14]. The catalyst class is: 5. (3) Reactant: [C:1]1([C:7](C2C=CC=CC=2)=[N:8][NH:9][C:10]2[C:15]3[O:16][C:17]4[CH2:22][CH2:21][N:20](C(OC(C)(C)C)=O)[CH2:19][C:18]=4[C:14]=3[CH:13]=[C:12]([S:30]([C:33]3[CH:38]=[CH:37][CH:36]=[CH:35][CH:34]=3)(=[O:32])=[O:31])[CH:11]=2)[CH:6]=CC=CC=1.COC(OC)CC(OC)OC.Cl. Product: [C:33]1([S:30]([C:12]2[CH:11]=[C:10]([N:9]3[CH:6]=[CH:1][CH:7]=[N:8]3)[C:15]3[O:16][C:17]4[CH2:22][CH2:21][NH:20][CH2:19][C:18]=4[C:14]=3[CH:13]=2)(=[O:31])=[O:32])[CH:38]=[CH:37][CH:36]=[CH:35][CH:34]=1. The catalyst class is: 8. (4) Reactant: C(OC([N:8]1[CH2:13][CH:12]=[C:11]([C:14]2[CH:19]=[C:18]([C:20]3[CH:25]=[CH:24][CH:23]=[CH:22][C:21]=3[CH3:26])[C:17]([C:27](=[O:45])[N:28]([CH2:30][C:31]3[CH:36]=[C:35]([C:37]([F:40])([F:39])[F:38])[CH:34]=[C:33]([C:41]([F:44])([F:43])[F:42])[CH:32]=3)[CH3:29])=[CH:16][N:15]=2)[CH2:10][CH2:9]1)=O)(C)(C)C.FC(F)(F)C(O)=O. Product: [F:40][C:37]([F:38])([F:39])[C:35]1[CH:36]=[C:31]([CH:32]=[C:33]([C:41]([F:42])([F:43])[F:44])[CH:34]=1)[CH2:30][N:28]([CH3:29])[C:27]([C:17]1[C:18]([C:20]2[CH:25]=[CH:24][CH:23]=[CH:22][C:21]=2[CH3:26])=[CH:19][C:14]([C:11]2[CH2:12][CH2:13][NH:8][CH2:9][CH:10]=2)=[N:15][CH:16]=1)=[O:45]. The catalyst class is: 4. (5) Reactant: [CH3:1][N:2]1[CH2:7][CH2:6][CH:5]([C:8]2[N:12]3[CH:13]=[CH:14][N:15]=[C:16]([CH3:17])[C:11]3=[CH:10][N:9]=2)[CH2:4][C:3]1=[O:18].[Br:19]N1C(=O)CCC1=O. Product: [Br:19][C:10]1[N:9]=[C:8]([CH:5]2[CH2:6][CH2:7][N:2]([CH3:1])[C:3](=[O:18])[CH2:4]2)[N:12]2[CH:13]=[CH:14][N:15]=[C:16]([CH3:17])[C:11]=12. The catalyst class is: 9.